Dataset: NCI-60 drug combinations with 297,098 pairs across 59 cell lines. Task: Regression. Given two drug SMILES strings and cell line genomic features, predict the synergy score measuring deviation from expected non-interaction effect. (1) Drug 1: CC1=C(C=C(C=C1)NC2=NC=CC(=N2)N(C)C3=CC4=NN(C(=C4C=C3)C)C)S(=O)(=O)N.Cl. Drug 2: CC1=C2C(C(=O)C3(C(CC4C(C3C(C(C2(C)C)(CC1OC(=O)C(C(C5=CC=CC=C5)NC(=O)C6=CC=CC=C6)O)O)OC(=O)C7=CC=CC=C7)(CO4)OC(=O)C)O)C)OC(=O)C. Cell line: OVCAR-4. Synergy scores: CSS=41.2, Synergy_ZIP=-1.53, Synergy_Bliss=3.97, Synergy_Loewe=-39.5, Synergy_HSA=5.36. (2) Drug 1: CC12CCC3C(C1CCC2=O)CC(=C)C4=CC(=O)C=CC34C. Drug 2: C1=CN(C=N1)CC(O)(P(=O)(O)O)P(=O)(O)O. Cell line: OVCAR-8. Synergy scores: CSS=0.537, Synergy_ZIP=-15.9, Synergy_Bliss=-35.9, Synergy_Loewe=-35.7, Synergy_HSA=-35.2. (3) Drug 1: C1=CC=C(C=C1)NC(=O)CCCCCCC(=O)NO. Drug 2: C#CCC(CC1=CN=C2C(=N1)C(=NC(=N2)N)N)C3=CC=C(C=C3)C(=O)NC(CCC(=O)O)C(=O)O. Cell line: HCC-2998. Synergy scores: CSS=51.1, Synergy_ZIP=2.00, Synergy_Bliss=3.12, Synergy_Loewe=1.14, Synergy_HSA=2.66. (4) Drug 1: CN(C)N=NC1=C(NC=N1)C(=O)N. Drug 2: C1=CC(=CC=C1CCCC(=O)O)N(CCCl)CCCl. Cell line: HCT-15. Synergy scores: CSS=13.9, Synergy_ZIP=-7.51, Synergy_Bliss=-1.64, Synergy_Loewe=-13.1, Synergy_HSA=-2.33. (5) Drug 2: C1=CC=C(C(=C1)C(C2=CC=C(C=C2)Cl)C(Cl)Cl)Cl. Drug 1: CCC(=C(C1=CC=CC=C1)C2=CC=C(C=C2)OCCN(C)C)C3=CC=CC=C3.C(C(=O)O)C(CC(=O)O)(C(=O)O)O. Cell line: SF-539. Synergy scores: CSS=-1.38, Synergy_ZIP=3.79, Synergy_Bliss=6.16, Synergy_Loewe=4.32, Synergy_HSA=0.0710. (6) Drug 1: C1=CC(=CC=C1C#N)C(C2=CC=C(C=C2)C#N)N3C=NC=N3. Drug 2: C1=NC2=C(N1)C(=S)N=CN2. Cell line: MALME-3M. Synergy scores: CSS=12.8, Synergy_ZIP=-1.55, Synergy_Bliss=3.70, Synergy_Loewe=-6.08, Synergy_HSA=-0.166.